Dataset: Full USPTO retrosynthesis dataset with 1.9M reactions from patents (1976-2016). Task: Predict the reactants needed to synthesize the given product. (1) Given the product [NH2:24][C:21]1[N:20]=[C:19]([CH3:27])[C:18]([O:17][C:15]2[CH:14]=[CH:13][N:12]=[C:11]([NH:10][C:8]([N:5]3[CH2:6][CH2:7][N:2]([CH3:1])[CH2:3][CH2:4]3)=[O:9])[CH:16]=2)=[CH:23][CH:22]=1, predict the reactants needed to synthesize it. The reactants are: [CH3:1][N:2]1[CH2:7][CH2:6][N:5]([C:8]([NH:10][C:11]2[CH:16]=[C:15]([O:17][C:18]3[C:19]([CH3:27])=[N:20][C:21]([N+:24]([O-])=O)=[CH:22][CH:23]=3)[CH:14]=[CH:13][N:12]=2)=[O:9])[CH2:4][CH2:3]1.[NH4+].[Cl-]. (2) Given the product [Br:14][C:7]1[CH:6]=[C:5]([CH2:8][C:9]([O:11][CH2:12][CH3:13])=[O:10])[CH:4]=[CH:3][C:2]=1[OH:1], predict the reactants needed to synthesize it. The reactants are: [OH:1][C:2]1[CH:7]=[CH:6][C:5]([CH2:8][C:9]([O:11][CH2:12][CH3:13])=[O:10])=[CH:4][CH:3]=1.[Br:14]Br.